Dataset: Reaction yield outcomes from USPTO patents with 853,638 reactions. Task: Predict the reaction yield, written as a fraction of the theoretical maximum amount of product (1.0 means a 100% yield; for example, 0.34 means a 34% yield). (1) The reactants are Br[C:2]1[CH:11]=[CH:10][C:5]([C:6]([O:8][CH3:9])=[O:7])=[CH:4][C:3]=1[O:12][CH2:13][C:14]([CH3:16])=[CH2:15].C([SnH](CCCC)CCCC)CCC.CC(N=NC(C#N)(C)C)(C#N)C.C(OCC)(=O)C.CCCCCC. The catalyst is C1C=CC=CC=1. The product is [CH3:15][C:14]1([CH3:16])[C:2]2[CH:11]=[CH:10][C:5]([C:6]([O:8][CH3:9])=[O:7])=[CH:4][C:3]=2[O:12][CH2:13]1. The yield is 0.362. (2) The reactants are [Cl:1][C:2]1[CH:7]=[CH:6][C:5]([S:8]([NH:11][CH:12]([C:15]2[CH:20]=[CH:19][CH:18]=[CH:17][CH:16]=2)[CH2:13][CH3:14])(=[O:10])=[O:9])=[CH:4][CH:3]=1.Br[CH2:22][C:23]1[CH:31]=[CH:30][C:26]([C:27]([NH2:29])=[O:28])=[CH:25][CH:24]=1. No catalyst specified. The product is [Cl:1][C:2]1[CH:7]=[CH:6][C:5]([S:8]([N:11]([CH2:22][C:23]2[CH:31]=[CH:30][C:26]([C:27]([NH2:29])=[O:28])=[CH:25][CH:24]=2)[C@H:12]([C:15]2[CH:16]=[CH:17][CH:18]=[CH:19][CH:20]=2)[CH2:13][CH3:14])(=[O:10])=[O:9])=[CH:4][CH:3]=1. The yield is 0.340. (3) The reactants are Br[C:2]([CH3:9])([CH3:8])[C:3]([O:5][CH2:6][CH3:7])=[O:4].[CH:10]1([NH2:13])[CH2:12][CH2:11]1.C([O-])([O-])=O.[K+].[K+]. The catalyst is CC#N. The product is [CH:10]1([NH:13][C:2]([CH3:9])([CH3:8])[C:3]([O:5][CH2:6][CH3:7])=[O:4])[CH2:12][CH2:11]1. The yield is 0.460.